Task: Predict which catalyst facilitates the given reaction.. Dataset: Catalyst prediction with 721,799 reactions and 888 catalyst types from USPTO (1) Reactant: [Cl:1][C:2]1[S:6][C:5]([C:7]([NH:9][CH2:10][C:11]2[N:12]=[CH:13][N:14]([C:16]3[CH:21]=[CH:20][C:19](I)=[CH:18][CH:17]=3)[CH:15]=2)=[O:8])=[CH:4][CH:3]=1.[CH3:23][N:24]1[C:29](=[O:30])[CH:28]=[CH:27][NH:26][C:25]1=[O:31].OC1C=CC=C2C=1N=CC=C2.C([O-])([O-])=O.[K+].[K+]. Product: [Cl:1][C:2]1[S:6][C:5]([C:7]([NH:9][CH2:10][C:11]2[N:12]=[CH:13][N:14]([C:16]3[CH:21]=[CH:20][C:19]([N:26]4[CH:27]=[CH:28][C:29](=[O:30])[N:24]([CH3:23])[C:25]4=[O:31])=[CH:18][CH:17]=3)[CH:15]=2)=[O:8])=[CH:4][CH:3]=1. The catalyst class is: 156. (2) Reactant: [CH3:1][O:2][C:3]1[CH:4]=[C:5]2[C:10](=[CH:11][C:12]=1[O:13][CH2:14][CH2:15][O:16][CH3:17])[N:9]=[CH:8][N:7]=[C:6]2[O:18][C:19]1[CH:20]=[C:21]([CH:23]=[CH:24][CH:25]=1)[NH2:22].C(N(CC)C(C)C)(C)C.[C:35]1([C:41]2[O:45][N:44]=[C:43]([NH:46][C:47](=O)[O:48]C3C=CC=CC=3)[CH:42]=2)[CH:40]=[CH:39][CH:38]=[CH:37][CH:36]=1. Product: [CH3:1][O:2][C:3]1[CH:4]=[C:5]2[C:10](=[CH:11][C:12]=1[O:13][CH2:14][CH2:15][O:16][CH3:17])[N:9]=[CH:8][N:7]=[C:6]2[O:18][C:19]1[CH:20]=[C:21]([NH:22][C:47]([NH:46][C:43]2[CH:42]=[C:41]([C:35]3[CH:36]=[CH:37][CH:38]=[CH:39][CH:40]=3)[O:45][N:44]=2)=[O:48])[CH:23]=[CH:24][CH:25]=1. The catalyst class is: 527. (3) Reactant: [Br:1][C:2]1[CH:3]=[CH:4][C:5]2[O:9][C:8](=[O:10])[C:7]([CH3:12])([CH3:11])[C:6]=2[CH:13]=1.CC(C[AlH]CC(C)C)C. Product: [Br:1][C:2]1[CH:3]=[CH:4][C:5]2[O:9][CH:8]([OH:10])[C:7]([CH3:11])([CH3:12])[C:6]=2[CH:13]=1. The catalyst class is: 2.